From a dataset of Catalyst prediction with 721,799 reactions and 888 catalyst types from USPTO. Predict which catalyst facilitates the given reaction. Reactant: Cl[C:2]1[N:10]=[CH:9][N:8]=[C:7]2[C:3]=1[N:4]=[CH:5][N:6]2[CH:11]([CH2:14][CH2:15][CH2:16][CH2:17][CH2:18][CH2:19][CH3:20])[CH2:12][CH3:13].[NH3:21]. Product: [CH3:13][CH2:12][CH:11]([N:6]1[CH:5]=[N:4][C:3]2[C:7]1=[N:8][CH:9]=[N:10][C:2]=2[NH2:21])[CH2:14][CH2:15][CH2:16][CH2:17][CH2:18][CH2:19][CH3:20]. The catalyst class is: 138.